This data is from Catalyst prediction with 721,799 reactions and 888 catalyst types from USPTO. The task is: Predict which catalyst facilitates the given reaction. Reactant: [CH3:1][N:2]([CH2:25][CH2:26][CH2:27][C:28](O)=[O:29])[C:3]([C:5]1[CH:6]=[C:7]2[C:15](=[CH:16][CH:17]=1)[N:14]([CH3:18])[C:13]1[CH2:12][CH2:11][C@@H:10]([CH:19]3[CH2:24][CH2:23][O:22][CH2:21][CH2:20]3)[CH2:9][C:8]2=1)=[O:4].[CH3:31][N:32]([CH3:34])[NH2:33].F[P-](F)(F)(F)(F)F.N1(OC(N(C)C)=[N+](C)C)C2N=CC=CC=2N=N1.C(N(CC)C(C)C)(C)C. Product: [CH3:31][N:32]([CH3:34])[NH:33][C:28](=[O:29])[CH2:27][CH2:26][CH2:25][N:2]([CH3:1])[C:3]([C:5]1[CH:6]=[C:7]2[C:15](=[CH:16][CH:17]=1)[N:14]([CH3:18])[C:13]1[CH2:12][CH2:11][C@@H:10]([CH:19]3[CH2:24][CH2:23][O:22][CH2:21][CH2:20]3)[CH2:9][C:8]2=1)=[O:4]. The catalyst class is: 3.